From a dataset of Peptide-MHC class II binding affinity with 134,281 pairs from IEDB. Regression. Given a peptide amino acid sequence and an MHC pseudo amino acid sequence, predict their binding affinity value. This is MHC class II binding data. (1) The peptide sequence is WPSVFYNRTCQCSGNF. The MHC is DRB1_0404 with pseudo-sequence DRB1_0404. The binding affinity (normalized) is 0. (2) The peptide sequence is AFILDGDNLFPKG. The MHC is DRB3_0101 with pseudo-sequence DRB3_0101. The binding affinity (normalized) is 0.801. (3) The MHC is HLA-DPA10201-DPB10101 with pseudo-sequence HLA-DPA10201-DPB10101. The peptide sequence is EKKYKAATQFEPLAA. The binding affinity (normalized) is 0.725. (4) The peptide sequence is RFHLIKNTFGLLFYQ. The MHC is DRB1_0701 with pseudo-sequence DRB1_0701. The binding affinity (normalized) is 0.991.